Dataset: Reaction yield outcomes from USPTO patents with 853,638 reactions. Task: Predict the reaction yield, written as a fraction of the theoretical maximum amount of product (1.0 means a 100% yield; for example, 0.34 means a 34% yield). The reactants are [C:1]1([C:7]2[S:8][C:9]([C:12](=O)[CH3:13])=[CH:10][N:11]=2)[CH:6]=[CH:5][CH:4]=[CH:3][CH:2]=1.CC(C)([O-])C.[K+].[C:21](OCC)(=O)[C:22]([O:24][CH2:25][CH3:26])=[O:23].C(O)(=O)C.O.[NH2:36][NH2:37]. The catalyst is O1CCCC1. The product is [CH2:25]([O:24][C:22]([C:21]1[NH:36][N:37]=[C:12]([C:9]2[S:8][C:7]([C:1]3[CH:6]=[CH:5][CH:4]=[CH:3][CH:2]=3)=[N:11][CH:10]=2)[CH:13]=1)=[O:23])[CH3:26]. The yield is 0.510.